Predict the reaction yield, written as a fraction of the theoretical maximum amount of product (1.0 means a 100% yield; for example, 0.34 means a 34% yield). From a dataset of Reaction yield outcomes from USPTO patents with 853,638 reactions. (1) The reactants are N(C(OCC)=O)=NC(OCC)=O.[OH:13][C:14]1[CH:30]=[CH:29][C:17]([C:18]([C:20]2[CH:25]=[CH:24][C:23]([N+:26]([O-:28])=[O:27])=[CH:22][CH:21]=2)=[O:19])=[CH:16][CH:15]=1.O[CH:32]1[CH2:37][CH2:36][O:35][CH2:34][CH2:33]1.C1(P(C2C=CC=CC=2)C2C=CC=CC=2)C=CC=CC=1. The catalyst is O1CCCC1. The product is [O:35]1[CH2:36][CH2:37][CH:32]([O:13][C:14]2[CH:30]=[CH:29][C:17]([C:18]([C:20]3[CH:25]=[CH:24][C:23]([N+:26]([O-:28])=[O:27])=[CH:22][CH:21]=3)=[O:19])=[CH:16][CH:15]=2)[CH2:33][CH2:34]1. The yield is 0.610. (2) The reactants are [C:1]1([N:7]2[CH2:11][CH2:10][NH:9][C:8]2=[O:12])[CH:6]=[CH:5][CH:4]=[CH:3][CH:2]=1.Cl[C:14](Cl)([O:16]C(=O)OC(Cl)(Cl)Cl)Cl.[CH2:25]([N:27]1[CH:31]=[C:30]([C:32]2[S:40][C:39]3[C:34](=[N:35][CH:36]=[CH:37][C:38]=3[O:41][C:42]3[CH:47]=[CH:46][C:45]([NH2:48])=[CH:44][C:43]=3[F:49])[CH:33]=2)[N:29]=[CH:28]1)[CH3:26].CCN(C(C)C)C(C)C. The catalyst is C1COCC1. The product is [CH2:25]([N:27]1[CH:31]=[C:30]([C:32]2[S:40][C:39]3[C:34](=[N:35][CH:36]=[CH:37][C:38]=3[O:41][C:42]3[CH:47]=[CH:46][C:45]([NH:48][C:14]([N:9]4[CH2:10][CH2:11][N:7]([C:1]5[CH:2]=[CH:3][CH:4]=[CH:5][CH:6]=5)[C:8]4=[O:12])=[O:16])=[CH:44][C:43]=3[F:49])[CH:33]=2)[N:29]=[CH:28]1)[CH3:26]. The yield is 0.430.